This data is from NCI-60 drug combinations with 297,098 pairs across 59 cell lines. The task is: Regression. Given two drug SMILES strings and cell line genomic features, predict the synergy score measuring deviation from expected non-interaction effect. (1) Drug 1: CNC(=O)C1=CC=CC=C1SC2=CC3=C(C=C2)C(=NN3)C=CC4=CC=CC=N4. Drug 2: C1=NC2=C(N=C(N=C2N1C3C(C(C(O3)CO)O)O)F)N. Cell line: BT-549. Synergy scores: CSS=-2.93, Synergy_ZIP=-1.43, Synergy_Bliss=-5.19, Synergy_Loewe=-6.94, Synergy_HSA=-6.81. (2) Synergy scores: CSS=26.7, Synergy_ZIP=1.94, Synergy_Bliss=4.70, Synergy_Loewe=-5.57, Synergy_HSA=4.54. Drug 1: CCCS(=O)(=O)NC1=C(C(=C(C=C1)F)C(=O)C2=CNC3=C2C=C(C=N3)C4=CC=C(C=C4)Cl)F. Drug 2: CC1=C(C(=CC=C1)Cl)NC(=O)C2=CN=C(S2)NC3=CC(=NC(=N3)C)N4CCN(CC4)CCO. Cell line: NCI-H522. (3) Drug 1: CC12CCC(CC1=CCC3C2CCC4(C3CC=C4C5=CN=CC=C5)C)O. Drug 2: CCN(CC)CCNC(=O)C1=C(NC(=C1C)C=C2C3=C(C=CC(=C3)F)NC2=O)C. Cell line: KM12. Synergy scores: CSS=47.0, Synergy_ZIP=-0.00395, Synergy_Bliss=1.18, Synergy_Loewe=-12.2, Synergy_HSA=1.68.